From a dataset of Forward reaction prediction with 1.9M reactions from USPTO patents (1976-2016). Predict the product of the given reaction. (1) Given the reactants C1CO[C:8]23OCCO[C:3]2([C@:4]2([CH2:27][CH2:26][C@H:25]4[C@@H:15]([CH2:16][C@H:17]([C:28]#[CH:29])[CH:18]5[C@:23]4([CH3:24])[CH2:22][CH2:21][CH2:20][CH2:19]5)[C@@H:6]2[CH2:7]3)[CH3:5])[O:2]1.C([C@@H]1C2[C@](C)(CCC(=[O:50])C2)[C@@H]2[C@H]([C@H]3[C@@](CC2)(C)C(=O)CC3)C1)#N, predict the reaction product. The product is: [C:28]([C@@H:17]1[CH:18]2[C@:23]([CH3:24])([CH2:22][CH2:21][C:20](=[O:50])[CH2:19]2)[C@@H:25]2[C@H:15]([C@H:6]3[C@@:4]([CH2:27][CH2:26]2)([CH3:5])[C:3](=[O:2])[CH2:8][CH2:7]3)[CH2:16]1)#[CH:29]. (2) Given the reactants [F:1][C:2]1[CH:3]=[C:4]([CH2:9][C:10]([NH:12][C@H:13]([C:15]([OH:17])=O)[CH3:14])=[O:11])[CH:5]=[C:6]([F:8])[CH:7]=1.[NH2:18][CH:19]1[CH2:25][C:24]([CH3:27])([CH3:26])[C:23]2[CH:28]=[CH:29][CH:30]=[CH:31][C:22]=2[N:21]([CH2:32][CH3:33])[C:20]1=[O:34], predict the reaction product. The product is: [F:8][C:6]1[CH:5]=[C:4]([CH2:9][C:10]([NH:12][C@H:13]([C:15]([NH:18][CH:19]2[CH2:25][C:24]([CH3:27])([CH3:26])[C:23]3[CH:28]=[CH:29][CH:30]=[CH:31][C:22]=3[N:21]([CH2:32][CH3:33])[C:20]2=[O:34])=[O:17])[CH3:14])=[O:11])[CH:3]=[C:2]([F:1])[CH:7]=1. (3) Given the reactants [C:1]1([CH2:19][OH:20])[S:2][CH:3]=[C:4]2[C:10]=1[C:9]1[CH:11]=[CH:12][CH:13]=[CH:14][C:8]=1[O:7][C:6]1[CH:15]=[CH:16][CH:17]=[CH:18][C:5]2=1.Cl.Cl[CH2:23][CH2:24][CH2:25][NH2:26], predict the reaction product. The product is: [C:1]1([CH2:19][O:20][CH2:23][CH2:24][CH2:25][NH2:26])[S:2][CH:3]=[C:4]2[C:10]=1[C:9]1[CH:11]=[CH:12][CH:13]=[CH:14][C:8]=1[O:7][C:6]1[CH:15]=[CH:16][CH:17]=[CH:18][C:5]2=1. (4) Given the reactants [NH2:1][C:2]1[C:11]2[N:12]=[CH:13][N:14]([CH2:15][CH2:16][CH2:17][CH2:18][OH:19])[C:10]=2[C:9]2[CH2:8][CH2:7][CH2:6][CH2:5][C:4]=2[N:3]=1.C1(P(C2C=CC=CC=2)C2C=CC=CC=2)C=CC=CC=1.O[N:40]1[C:44](=[O:45])[C:43]2=[CH:46][CH:47]=[CH:48][CH:49]=[C:42]2[C:41]1=[O:50].N(C(OC(C)C)=O)=NC(OC(C)C)=O, predict the reaction product. The product is: [NH2:1][C:2]1[C:11]2[N:12]=[CH:13][N:14]([CH2:15][CH2:16][CH2:17][CH2:18][O:19][N:40]3[C:44](=[O:45])[C:43]4[C:42](=[CH:49][CH:48]=[CH:47][CH:46]=4)[C:41]3=[O:50])[C:10]=2[C:9]2[CH2:8][CH2:7][CH2:6][CH2:5][C:4]=2[N:3]=1. (5) Given the reactants C([O:3][C:4](=O)[CH:5]([C:11]1[CH:16]=[CH:15][C:14]([C:17](=[O:27])[C:18]2[CH:23]=[CH:22][CH:21]=[C:20]([N+:24]([O-])=O)[CH:19]=2)=[CH:13][C:12]=1[N+:28]([O-])=O)C(OCC)=O)C.Cl, predict the reaction product. The product is: [NH2:24][C:20]1[CH:19]=[C:18]([CH:23]=[CH:22][CH:21]=1)[C:17]([C:14]1[CH:13]=[C:12]2[C:11]([CH2:5][C:4](=[O:3])[NH:28]2)=[CH:16][CH:15]=1)=[O:27]. (6) Given the reactants C(O[N:9]1[CH2:14][CH2:13][CH2:12][CH2:11][CH:10]1[C:15]([OH:17])=O)C1C=CC=CC=1.O[N:19]1C2C=CC=CC=2N=N1.Cl.CN(C)CCCN=C=NCC.N, predict the reaction product. The product is: [NH:9]1[CH2:14][CH2:13][CH2:12][CH2:11][CH:10]1[C:15]([NH2:19])=[O:17]. (7) Given the reactants Cl[C:2]1[CH:3]=[CH:4][C:5]([C:8]([C@H:11]2[CH2:16][CH2:15][C@H:14]([C:17]([O:19][CH2:20][CH2:21][CH2:22][CH3:23])=[O:18])[CH2:13][CH2:12]2)([OH:10])[CH3:9])=[N:6][CH:7]=1.[CH:24]1([C:27]2[CH:32]=[CH:31][N:30]=[C:29]([NH:33][C:34]3[CH:39]=[C:38](B4OC(C)(C)C(C)(C)O4)[CH:37]=[C:36]([CH3:49])[CH:35]=3)[N:28]=2)[CH2:26][CH2:25]1.CC(C1C=C(C(C)C)C(C2C(P(C3CCCCC3)C3CCCCC3)=C(OC)C=CC=2OC)=C(C(C)C)C=1)C.C(=O)([O-])[O-].[Na+].[Na+].C(O)(C(F)(F)F)=O, predict the reaction product. The product is: [CH:24]1([C:27]2[CH:32]=[CH:31][N:30]=[C:29]([NH:33][C:34]3[CH:39]=[C:38]([C:2]4[CH:3]=[CH:4][C:5]([C:8]([C@H:11]5[CH2:16][CH2:15][C@H:14]([C:17]([O:19][CH2:20][CH2:21][CH2:22][CH3:23])=[O:18])[CH2:13][CH2:12]5)([OH:10])[CH3:9])=[N:6][CH:7]=4)[CH:37]=[C:36]([CH3:49])[CH:35]=3)[N:28]=2)[CH2:26][CH2:25]1. (8) Given the reactants [NH2:1][C:2]1[C:3]([N+:12]([O-:14])=[O:13])=[C:4]([CH:8]=[C:9](Cl)[CH:10]=1)[C:5]([O-:7])=[O:6].[NH:15]1[CH2:20][CH2:19][O:18][CH2:17][CH2:16]1.[C:21]([O-])([O-])=O.[K+].[K+], predict the reaction product. The product is: [NH2:1][C:2]1[C:3]([N+:12]([O-:14])=[O:13])=[C:4]([CH:8]=[C:9]([N:15]2[CH2:20][CH2:19][O:18][CH2:17][CH2:16]2)[CH:10]=1)[C:5]([O:7][CH3:21])=[O:6].